From a dataset of Peptide-MHC class I binding affinity with 185,985 pairs from IEDB/IMGT. Regression. Given a peptide amino acid sequence and an MHC pseudo amino acid sequence, predict their binding affinity value. This is MHC class I binding data. The peptide sequence is TVAYFNMVY. The MHC is HLA-A33:01 with pseudo-sequence HLA-A33:01. The binding affinity (normalized) is 0.